Dataset: Catalyst prediction with 721,799 reactions and 888 catalyst types from USPTO. Task: Predict which catalyst facilitates the given reaction. (1) Reactant: [Br:1][C:2]1[CH:11]=[C:10]2[C:5]([C:6](Cl)=[C:7]([N+:12]([O-:14])=[O:13])[CH:8]=[N:9]2)=[CH:4][CH:3]=1.C(N(CC)CC)C.[C:23]([O:27][C:28]([CH3:31])([CH3:30])[CH3:29])(=[O:26])[NH:24][NH2:25]. Product: [Br:1][C:2]1[CH:11]=[C:10]2[C:5]([C:6]([NH:25][NH:24][C:23]([O:27][C:28]([CH3:31])([CH3:30])[CH3:29])=[O:26])=[C:7]([N+:12]([O-:14])=[O:13])[CH:8]=[N:9]2)=[CH:4][CH:3]=1. The catalyst class is: 4. (2) Reactant: [I:1]Cl.[CH3:3][N:4]1[CH:8]=[C:7]([C:9]2[CH:14]=[CH:13][N:12]=[C:11]3[N:15]([S:22]([C:25]4[CH:30]=[CH:29][CH:28]=[CH:27][CH:26]=4)(=[O:24])=[O:23])[C:16]([Si](C)(C)C)=[CH:17][C:10]=23)[C:6]([C:31]2[CH:36]=[CH:35][C:34]([N+:37]([O-:39])=[O:38])=[CH:33][CH:32]=2)=[N:5]1. Product: [I:1][C:16]1[N:15]([S:22]([C:25]2[CH:30]=[CH:29][CH:28]=[CH:27][CH:26]=2)(=[O:24])=[O:23])[C:11]2=[N:12][CH:13]=[CH:14][C:9]([C:7]3[C:6]([C:31]4[CH:36]=[CH:35][C:34]([N+:37]([O-:39])=[O:38])=[CH:33][CH:32]=4)=[N:5][N:4]([CH3:3])[CH:8]=3)=[C:10]2[CH:17]=1. The catalyst class is: 10. (3) Reactant: [CH3:1][O:2][C:3]1[C:4](=[O:9])[NH:5][CH:6]=[CH:7][CH:8]=1.[CH3:10][C:11]([CH3:14])([O-])[CH3:12].[K+].F[C:17]1C=C(C)[C:20]([N+:24]([O-:26])=[O:25])=[CH:19][C:18]=1C.[Cl-].[Na+]. Product: [CH3:10][C:11]1[CH:14]=[C:20]([N+:24]([O-:26])=[O:25])[CH:19]=[C:18]([CH3:17])[C:12]=1[N:5]1[CH:6]=[CH:7][CH:8]=[C:3]([O:2][CH3:1])[C:4]1=[O:9]. The catalyst class is: 18. (4) Reactant: N1CCC[C@H:4]([NH:8][C:9]([N:11]2[CH2:17][CH2:16][C@@H:15]3[C@H:12]2[C:13](=[O:22])[N:14]3[S:18]([OH:21])(=[O:20])=[O:19])=[O:10])[CH2:3]C1.I[CH3:24].[CH2:25]([N:27]([CH2:30][CH3:31])[CH2:28][CH3:29])C. Product: [CH3:25][N+:27]1([CH3:24])[CH2:30][CH2:31][CH2:3][C@H:4]([NH:8][C:9]([N:11]2[CH2:17][CH2:16][C@@H:15]3[C@H:12]2[C:13](=[O:22])[N:14]3[S:18]([O-:21])(=[O:20])=[O:19])=[O:10])[CH2:29][CH2:28]1. The catalyst class is: 468. (5) Reactant: [N:1]1[C:9]2[C:4](=[N:5][CH:6]=[CH:7][CH:8]=2)[N:3]([CH2:10][C:11]2[CH:22]=[CH:21][C:14]3[N:15]=[C:16](S(C)=O)[O:17][C:13]=3[CH:12]=2)[CH:2]=1.[CH2:23]1[C:31]2[C:26](=[CH:27][CH:28]=[CH:29][CH:30]=2)[C@@H:25]([NH2:32])[C@@H:24]1[OH:33].CCN(C(C)C)C(C)C. Product: [N:1]1[C:9]2[C:4](=[N:5][CH:6]=[CH:7][CH:8]=2)[N:3]([CH2:10][C:11]2[CH:22]=[CH:21][C:14]3[N:15]=[C:16]([NH:32][C@@H:25]4[C:26]5[C:31](=[CH:30][CH:29]=[CH:28][CH:27]=5)[CH2:23][C@H:24]4[OH:33])[O:17][C:13]=3[CH:12]=2)[CH:2]=1. The catalyst class is: 44. (6) Reactant: ClN1C(=O)CCC1=O.[OH:9][N:10]=[CH:11][C:12]1[N:17]=[C:16]([NH:18][C:19](=[O:24])[C:20]([CH3:23])([CH3:22])[CH3:21])[CH:15]=[CH:14][CH:13]=1.[CH2:25]([O:27][CH:28]=[CH:29][CH3:30])[CH3:26].C(N(CC)CC)C. Product: [CH2:25]([O:27][CH:28]1[O:9][N:10]=[C:11]([C:12]2[N:17]=[C:16]([NH:18][C:19](=[O:24])[C:20]([CH3:21])([CH3:23])[CH3:22])[CH:15]=[CH:14][CH:13]=2)[CH:29]1[CH3:30])[CH3:26]. The catalyst class is: 9. (7) Reactant: [N:1]1[C:10]2[C:5](=[CH:6][CH:7]=[CH:8][CH:9]=2)[CH:4]=[CH:3][C:2]=1[CH2:11][O:12][C:13]1[CH:51]=[CH:50][C:16]2[N:17]([CH2:30][C:31]3[CH:36]=[CH:35][CH:34]=[C:33]([C:37]4[N:41](COCC[Si](C)(C)C)[N:40]=[CH:39][CH:38]=4)[CH:32]=3)[C:18]([CH2:20][C:21]3([C:26]([O:28][CH3:29])=[O:27])[CH2:25][CH2:24][CH2:23][CH2:22]3)=[N:19][C:15]=2[CH:14]=1.CCCC[N+](CCCC)(CCCC)CCCC.[F-]. Product: [NH:41]1[C:37]([C:33]2[CH:32]=[C:31]([CH:36]=[CH:35][CH:34]=2)[CH2:30][N:17]2[C:16]3[CH:50]=[CH:51][C:13]([O:12][CH2:11][C:2]4[CH:3]=[CH:4][C:5]5[C:10](=[CH:9][CH:8]=[CH:7][CH:6]=5)[N:1]=4)=[CH:14][C:15]=3[N:19]=[C:18]2[CH2:20][C:21]2([C:26]([O:28][CH3:29])=[O:27])[CH2:25][CH2:24][CH2:23][CH2:22]2)=[CH:38][CH:39]=[N:40]1. The catalyst class is: 1. (8) Reactant: [I:1][C:2]1[CH:3]=[CH:4][C:5]2[N:6]([CH:8]=[C:9]([C:11]3[CH:18]=[CH:17][C:14]([CH:15]=[O:16])=[CH:13][CH:12]=3)[N:10]=2)[CH:7]=1.[CH3:19][Mg]Br.[Cl-].[NH4+].O. Product: [I:1][C:2]1[CH:3]=[CH:4][C:5]2[N:6]([CH:8]=[C:9]([C:11]3[CH:18]=[CH:17][C:14]([CH:15]([OH:16])[CH3:19])=[CH:13][CH:12]=3)[N:10]=2)[CH:7]=1. The catalyst class is: 7.